Dataset: Forward reaction prediction with 1.9M reactions from USPTO patents (1976-2016). Task: Predict the product of the given reaction. (1) Given the reactants [C:1](OC(=O)C)(=[O:3])[CH3:2].[NH2:8][C:9]1[CH:14]=[CH:13][C:12]([OH:15])=[C:11]([F:16])[C:10]=1[CH3:17].N1C=CC=CC=1.[C:24](OCC)(=[O:26])[CH3:25], predict the reaction product. The product is: [C:1]([O:15][C:12]1[CH:13]=[CH:14][C:9]([NH:8][C:24](=[O:26])[CH3:25])=[C:10]([CH3:17])[C:11]=1[F:16])(=[O:3])[CH3:2]. (2) The product is: [CH3:38][O:37][C:33]1[CH:32]=[C:31]([NH:30][CH:23]([C:24]2[CH:29]=[CH:28][CH:27]=[CH:26][CH:25]=2)[C:21]([C:14]2[C:15]3[C:20](=[CH:19][CH:18]=[CH:17][CH:16]=3)[N:12]([S:9]([CH3:8])(=[O:11])=[O:10])[CH:13]=2)=[O:22])[CH:36]=[CH:35][CH:34]=1. Given the reactants C(N(CC)CC)C.[CH3:8][S:9]([N:12]1[C:20]2[C:15](=[CH:16][CH:17]=[CH:18][CH:19]=2)[C:14]([CH:21]=[O:22])=[CH:13]1)(=[O:11])=[O:10].[CH:23](=[N:30][C:31]1[CH:36]=[CH:35][CH:34]=[C:33]([O:37][CH3:38])[CH:32]=1)[C:24]1[CH:29]=[CH:28][CH:27]=[CH:26][CH:25]=1, predict the reaction product. (3) Given the reactants [CH:1]1([S:4]([NH:7][C:8](=[O:14])[O:9][C:10]([CH3:13])([CH3:12])[CH3:11])(=[O:6])=[O:5])[CH2:3][CH2:2]1.[Li][CH2:16]CCC.CI, predict the reaction product. The product is: [C:10]([O:9][C:8](=[O:14])[NH:7][S:4]([C:1]1([CH3:16])[CH2:2][CH2:3]1)(=[O:6])=[O:5])([CH3:11])([CH3:13])[CH3:12].